This data is from Peptide-MHC class II binding affinity with 134,281 pairs from IEDB. The task is: Regression. Given a peptide amino acid sequence and an MHC pseudo amino acid sequence, predict their binding affinity value. This is MHC class II binding data. (1) The peptide sequence is YFIMAYVNQAHHIQL. The MHC is DRB3_0101 with pseudo-sequence DRB3_0101. The binding affinity (normalized) is 0.359. (2) The MHC is DRB1_0405 with pseudo-sequence DRB1_0405. The peptide sequence is GWSSLGREYAAVAEE. The binding affinity (normalized) is 0.361.